Dataset: Full USPTO retrosynthesis dataset with 1.9M reactions from patents (1976-2016). Task: Predict the reactants needed to synthesize the given product. (1) Given the product [CH3:20][C:10]1[O:9][C:8]([C:5]2[CH:6]=[CH:7][C:2]([C:33]3[CH:32]=[CH:31][CH:30]=[C:29]([C:28]([F:39])([F:38])[F:27])[CH:34]=3)=[CH:3][CH:4]=2)=[N:12][C:11]=1[CH2:13][CH2:14][N:15]1[CH2:19][CH2:18][CH2:17][CH2:16]1, predict the reactants needed to synthesize it. The reactants are: Br[C:2]1[CH:7]=[CH:6][C:5]([C:8]2[O:9][C:10]([CH3:20])=[C:11]([CH2:13][CH2:14][N:15]3[CH2:19][CH2:18][CH2:17][CH2:16]3)[N:12]=2)=[CH:4][CH:3]=1.C(=O)([O-])[O-].[Na+].[Na+].[F:27][C:28]([F:39])([F:38])[C:29]1[CH:30]=[C:31](B(O)O)[CH:32]=[CH:33][CH:34]=1. (2) Given the product [Si:1]([O:8][CH2:9][CH2:10][CH2:11][N:12]([CH3:26])[C:13](=[O:22])[O:14][CH2:15][C:16]1[CH:17]=[CH:18][CH:19]=[CH:20][CH:21]=1)([C:4]([CH3:6])([CH3:7])[CH3:5])([CH3:3])[CH3:2], predict the reactants needed to synthesize it. The reactants are: [Si:1]([O:8][CH2:9][CH2:10][CH2:11][NH:12][C:13](=[O:22])[O:14][CH2:15][C:16]1[CH:21]=[CH:20][CH:19]=[CH:18][CH:17]=1)([C:4]([CH3:7])([CH3:6])[CH3:5])([CH3:3])[CH3:2].[H-].[Na+].I[CH3:26]. (3) The reactants are: [Cl:1][C:2]1[N:7]=[CH:6][C:5]([C:8]2[CH:9]=[N:10][CH:11]=[C:12]([O:14][CH3:15])[CH:13]=2)=[C:4]([NH2:16])[CH:3]=1.Cl[C:18]1[C:27]2[C:22](=[CH:23][C:24]([F:29])=[CH:25][C:26]=2[F:28])[N:21]=[C:20]([C:30]2[CH:35]=[CH:34][CH:33]=[CH:32][N:31]=2)[C:19]=1[CH3:36].[H-].[Na+].O. Given the product [Cl:1][C:2]1[N:7]=[CH:6][C:5]([C:8]2[CH:9]=[N:10][CH:11]=[C:12]([O:14][CH3:15])[CH:13]=2)=[C:4]([NH:16][C:18]2[C:27]3[C:22](=[CH:23][C:24]([F:29])=[CH:25][C:26]=3[F:28])[N:21]=[C:20]([C:30]3[CH:35]=[CH:34][CH:33]=[CH:32][N:31]=3)[C:19]=2[CH3:36])[CH:3]=1, predict the reactants needed to synthesize it. (4) Given the product [CH3:1][N:2]1[C:7](=[O:8])[C:6]2[CH:9]=[N:10][C:11]3[N:15]([CH2:16][O:17][CH2:18][CH2:19][Si:20]([CH3:22])([CH3:21])[CH3:23])[CH:14]=[CH:13][C:12]=3[C:5]=2[N:4]([C@H:24]2[CH2:25][CH2:26][C@H:27]([CH2:30][NH:35][CH2:34][C:33]([F:37])([F:36])[F:32])[CH2:28][CH2:29]2)[CH2:3]1, predict the reactants needed to synthesize it. The reactants are: [CH3:1][N:2]1[C:7](=[O:8])[C:6]2[CH:9]=[N:10][C:11]3[N:15]([CH2:16][O:17][CH2:18][CH2:19][Si:20]([CH3:23])([CH3:22])[CH3:21])[CH:14]=[CH:13][C:12]=3[C:5]=2[N:4]([C@H:24]2[CH2:29][CH2:28][C@H:27]([CH:30]=O)[CH2:26][CH2:25]2)[CH2:3]1.[F:32][C:33]([F:37])([F:36])[CH2:34][NH2:35].C(O[BH-](OC(=O)C)OC(=O)C)(=O)C.[Na+].[OH-].[Na+]. (5) Given the product [CH2:18]([O:5][C:4](=[O:6])[C:3]1[CH:7]=[CH:8][C:9]([O:11][CH2:18][C:19]2[CH:24]=[CH:23][CH:22]=[CH:21][CH:20]=2)=[CH:10][C:2]=1[O:1][CH2:4][C:3]1[CH:7]=[CH:8][CH:9]=[CH:10][CH:2]=1)[C:19]1[CH:24]=[CH:23][CH:22]=[CH:21][CH:20]=1, predict the reactants needed to synthesize it. The reactants are: [OH:1][C:2]1[CH:10]=[C:9]([OH:11])[CH:8]=[CH:7][C:3]=1[C:4]([OH:6])=[O:5].C(=O)([O-])[O-].[Cs+].[Cs+].[CH2:18](Br)[C:19]1[CH:24]=[CH:23][CH:22]=[CH:21][CH:20]=1.